This data is from NCI-60 drug combinations with 297,098 pairs across 59 cell lines. The task is: Regression. Given two drug SMILES strings and cell line genomic features, predict the synergy score measuring deviation from expected non-interaction effect. Drug 1: C1=C(C(=O)NC(=O)N1)N(CCCl)CCCl. Drug 2: CC1CCCC2(C(O2)CC(NC(=O)CC(C(C(=O)C(C1O)C)(C)C)O)C(=CC3=CSC(=N3)C)C)C. Cell line: OVCAR-8. Synergy scores: CSS=23.2, Synergy_ZIP=-5.15, Synergy_Bliss=3.13, Synergy_Loewe=2.29, Synergy_HSA=2.58.